From a dataset of Catalyst prediction with 721,799 reactions and 888 catalyst types from USPTO. Predict which catalyst facilitates the given reaction. (1) Reactant: [N+:1]([C:4]1[CH:9]=[CH:8][C:7]([C:10]2([C:16]#[N:17])[CH2:15][CH2:14][O:13][CH2:12][CH2:11]2)=[CH:6][CH:5]=1)([O-])=O. Product: [NH2:1][C:4]1[CH:9]=[CH:8][C:7]([C:10]2([C:16]#[N:17])[CH2:15][CH2:14][O:13][CH2:12][CH2:11]2)=[CH:6][CH:5]=1. The catalyst class is: 19. (2) Reactant: [C:1]1([OH:7])[CH:6]=[CH:5][CH:4]=[CH:3][CH:2]=1.[Br:8][C:9]1[CH:16]=[C:15](F)[CH:14]=[CH:13][C:10]=1[CH:11]=[O:12].C([O-])([O-])=O.[K+].[K+]. Product: [Br:8][C:9]1[CH:16]=[C:15]([O:7][C:1]2[CH:6]=[CH:5][CH:4]=[CH:3][CH:2]=2)[CH:14]=[CH:13][C:10]=1[CH:11]=[O:12]. The catalyst class is: 3. (3) Reactant: [CH2:1]([CH:4]1[C:17]2[C:12](=[C:13]([Cl:18])[CH:14]=[CH:15][CH:16]=2)[C:6]2([CH2:11][CH2:10][NH:9][CH2:8][CH2:7]2)[O:5]1)[CH:2]=[CH2:3].CCN(C(C)C)C(C)C.[CH:28]12[CH2:37][CH:32]3[CH2:33][CH:34]([CH2:36][CH:30]([CH2:31]3)[CH:29]1[N:38]=[C:39]=[O:40])[CH2:35]2. Product: [CH:30]12[CH2:36][CH:34]3[CH2:33][CH:32]([CH2:37][CH:28]([CH2:35]3)[CH:29]1[NH:38][C:39]([N:9]1[CH2:10][CH2:11][C:6]3([C:12]4[C:17](=[CH:16][CH:15]=[CH:14][C:13]=4[Cl:18])[CH:4]([CH2:1][CH:2]=[CH2:3])[O:5]3)[CH2:7][CH2:8]1)=[O:40])[CH2:31]2. The catalyst class is: 2. (4) Reactant: [Cl:1][C:2]1[CH:7]=[CH:6][C:5]([C:8]2[N:13]=[C:12]([CH:14]3[C:18](=[O:19])[CH2:17][CH2:16][C:15]3=[O:20])[C:11]([CH3:21])=[CH:10][N:9]=2)=[CH:4][CH:3]=1.[C:22](=O)([O-])[O-].[K+].[K+].S(OC)(OC)(=O)=O. Product: [Cl:1][C:2]1[CH:7]=[CH:6][C:5]([C:8]2[N:13]=[C:12]([C:14]3[C:18](=[O:19])[CH2:17][CH2:16][C:15]=3[O:20][CH3:22])[C:11]([CH3:21])=[CH:10][N:9]=2)=[CH:4][CH:3]=1. The catalyst class is: 372.